From a dataset of Forward reaction prediction with 1.9M reactions from USPTO patents (1976-2016). Predict the product of the given reaction. Given the reactants Cl[CH:2]1[C:8](=[O:9])[CH:7]2[CH2:10][CH2:11][CH:4]([CH:5]=[CH:6]2)[C:3]1=[O:12], predict the reaction product. The product is: [CH:7]12[CH2:10][CH2:11][CH:4]([CH:5]=[CH:6]1)[C:3](=[O:12])[CH2:2][C:8]2=[O:9].